Dataset: Full USPTO retrosynthesis dataset with 1.9M reactions from patents (1976-2016). Task: Predict the reactants needed to synthesize the given product. (1) Given the product [C:1]([O:5][C:6]([NH:8][C:9]1[CH:14]=[CH:13][CH:12]=[C:11]([O:15][CH3:16])[C:10]=1[NH2:17])=[O:7])([CH3:4])([CH3:3])[CH3:2], predict the reactants needed to synthesize it. The reactants are: [C:1]([O:5][C:6]([NH:8][C:9]1[CH:14]=[CH:13][CH:12]=[C:11]([O:15][CH3:16])[C:10]=1[N+:17]([O-])=O)=[O:7])([CH3:4])([CH3:3])[CH3:2]. (2) Given the product [Cl:17][C:18]1[CH:19]=[C:20]([CH:24]=[CH:25][C:26]=1[Cl:27])[C:21]([NH:1][C:2]1[CH:9]=[CH:8][CH:7]=[C:4]([CH2:5][OH:6])[CH:3]=1)=[O:22], predict the reactants needed to synthesize it. The reactants are: [NH2:1][C:2]1[CH:3]=[C:4]([CH:7]=[CH:8][CH:9]=1)[CH2:5][OH:6].C(N(CC)CC)C.[Cl:17][C:18]1[CH:19]=[C:20]([CH:24]=[CH:25][C:26]=1[Cl:27])[C:21](Cl)=[O:22].Cl. (3) Given the product [CH3:19][CH:14]=[CH:15][CH2:16][C@@H:12]([CH:6]1[CH2:11][CH2:10][CH2:9][CH2:8][CH2:7]1)[OH:13], predict the reactants needed to synthesize it. The reactants are: [Zn](CC)CC.[CH:6]1([CH:12]=[O:13])[CH2:11][CH2:10][CH2:9][CH2:8][CH2:7]1.[C:14]1(C)[CH:19]=CC=[CH:16][CH:15]=1. (4) Given the product [Cl:46][C:47]1[S:51][C:50]([NH:52][C:12](=[O:14])/[C:11](/[C:8]2[CH:7]=[CH:6][C:5]([S:2]([CH3:1])(=[O:3])=[O:4])=[CH:10][CH:9]=2)=[CH:15]/[C:16]2[S:17][CH:18]=[CH:19][CH:20]=2)=[N:49][CH:48]=1, predict the reactants needed to synthesize it. The reactants are: [CH3:1][S:2]([C:5]1[CH:10]=[CH:9][C:8](/[C:11](=[CH:15]\[C:16]2[S:17][CH:18]=[CH:19][CH:20]=2)/[C:12]([OH:14])=O)=[CH:7][CH:6]=1)(=[O:4])=[O:3].CN(C(ON1N=NC2C=CC=NC1=2)=[N+](C)C)C.F[P-](F)(F)(F)(F)F.Cl.[Cl:46][C:47]1[S:51][C:50]([NH2:52])=[N:49][CH:48]=1.CCN(C(C)C)C(C)C. (5) Given the product [Cl:19][C:16]([F:17])([F:18])[O:15][C:12]1[CH:11]=[CH:10][C:9]([NH:8][C:6](=[O:7])[C:5]2[CH:20]=[C:21]([C:22]3[NH:26][N:25]=[CH:24][CH:23]=3)[C:2]([N:33]3[CH2:38][CH2:37][O:36][CH2:35][CH2:34]3)=[N:3][CH:4]=2)=[CH:14][CH:13]=1, predict the reactants needed to synthesize it. The reactants are: Cl[C:2]1[C:21]([C:22]2[N:26](C3CCCCO3)[N:25]=[CH:24][CH:23]=2)=[CH:20][C:5]([C:6]([NH:8][C:9]2[CH:14]=[CH:13][C:12]([O:15][C:16]([Cl:19])([F:18])[F:17])=[CH:11][CH:10]=2)=[O:7])=[CH:4][N:3]=1.[NH:33]1[CH2:38][CH2:37][O:36][CH2:35][CH2:34]1. (6) Given the product [NH2:34][C:31]1[CH:32]=[CH:33][C:28]([C:26]([CH3:37])([CH3:27])[CH2:25][N:22]2[C:15]3[N:16]=[C:17]([NH:20][CH3:21])[N:18]=[CH:19][C:14]=3[CH:13]=[C:12]([C:3]3[CH:4]=[C:5]([O:10][CH3:11])[CH:6]=[C:7]([O:8][CH3:9])[C:2]=3[Cl:1])[C:23]2=[O:24])=[CH:29][CH:30]=1, predict the reactants needed to synthesize it. The reactants are: [Cl:1][C:2]1[C:7]([O:8][CH3:9])=[CH:6][C:5]([O:10][CH3:11])=[CH:4][C:3]=1[C:12]1[C:23](=[O:24])[N:22]([CH2:25][C:26]([CH3:37])([C:28]2[CH:33]=[CH:32][C:31]([N+:34]([O-])=O)=[CH:30][CH:29]=2)[CH3:27])[C:15]2[N:16]=[C:17]([NH:20][CH3:21])[N:18]=[CH:19][C:14]=2[CH:13]=1. (7) The reactants are: [C:1]([N:4]([CH2:18][C:19]1[CH:24]=[CH:23][CH:22]=[CH:21][C:20]=1[C:25]([OH:27])=[O:26])[C:5]1[CH:10]=[CH:9][CH:8]=[CH:7][C:6]=1[O:11][C:12]1[CH:17]=[CH:16][CH:15]=[CH:14][CH:13]=1)(=[O:3])[CH3:2].C(=O)([O-])[O-].[K+].[K+].S(OCC)(O[CH2:38][CH3:39])(=O)=O.O. Given the product [C:1]([N:4]([CH2:18][C:19]1[CH:24]=[CH:23][CH:22]=[CH:21][C:20]=1[C:25]([O:27][CH2:38][CH3:39])=[O:26])[C:5]1[CH:10]=[CH:9][CH:8]=[CH:7][C:6]=1[O:11][C:12]1[CH:17]=[CH:16][CH:15]=[CH:14][CH:13]=1)(=[O:3])[CH3:2], predict the reactants needed to synthesize it. (8) Given the product [CH:1]1([O:6][C:24]2[N:23]=[C:22]3[C:27]([N:28]=[CH:29][N:21]3[C@@H:13]3[O:14][C@H:15]([CH3:20])[C@:16]([CH:18]=[CH2:19])([OH:17])[C@H:12]3[OH:11])=[C:26]([NH2:30])[N:25]=2)[CH2:5][CH2:4][CH2:3][CH2:2]1, predict the reactants needed to synthesize it. The reactants are: [CH:1]1([OH:6])[CH2:5][CH2:4][CH2:3][CH2:2]1.C([Si](C(C)C)(C(C)C)[O:11][C@@H:12]1[C@@:16]([CH:18]=[CH2:19])([OH:17])[C@@H:15]([CH3:20])[O:14][C@H:13]1[N:21]1[CH:29]=[N:28][C:27]2[C:22]1=[N:23][C:24](Cl)=[N:25][C:26]=2[NH2:30])(C)C.[OH-].[Na+].